This data is from Full USPTO retrosynthesis dataset with 1.9M reactions from patents (1976-2016). The task is: Predict the reactants needed to synthesize the given product. (1) Given the product [CH3:1][O:2][C:3]1[CH:16]=[CH:15][CH:14]=[CH:13][C:4]=1[CH:5]=[C:6]1[N:7]=[C:8]([CH3:12])[N:17]([C:18]2[CH:23]=[CH:22][CH:21]=[CH:20][CH:19]=2)[C:10]1=[O:11], predict the reactants needed to synthesize it. The reactants are: [CH3:1][O:2][C:3]1[CH:16]=[CH:15][CH:14]=[CH:13][C:4]=1[CH:5]=[C:6]1[C:10](=[O:11])O[C:8]([CH3:12])=[N:7]1.[NH2:17][C:18]1[CH:23]=[CH:22][CH:21]=[CH:20][CH:19]=1.C([O-])(=O)C.[Na+].C(=O)([O-])[O-].[K+].[K+]. (2) Given the product [CH3:26][N:25]([CH3:27])[C:21]1[CH:20]=[C:19]([NH:18][C:16]2[N:15]=[CH:14][N:13]=[C:12]([N:10]([CH3:11])[C:9](=[O:28])[NH:8][C:6]3[CH:7]=[C:2]([NH:1][C:35](=[O:36])[C:34]4[CH:38]=[CH:39][CH:40]=[C:32]([C:31]([F:30])([F:41])[F:42])[CH:33]=4)[CH:3]=[CH:4][C:5]=3[CH3:29])[CH:17]=2)[CH:24]=[CH:23][CH:22]=1, predict the reactants needed to synthesize it. The reactants are: [NH2:1][C:2]1[CH:3]=[CH:4][C:5]([CH3:29])=[C:6]([NH:8][C:9](=[O:28])[N:10]([C:12]2[CH:17]=[C:16]([NH:18][C:19]3[CH:24]=[CH:23][CH:22]=[C:21]([N:25]([CH3:27])[CH3:26])[CH:20]=3)[N:15]=[CH:14][N:13]=2)[CH3:11])[CH:7]=1.[F:30][C:31]([F:42])([F:41])[C:32]1[CH:33]=[C:34]([CH:38]=[CH:39][CH:40]=1)[C:35](Cl)=[O:36].CCN(C(C)C)C(C)C. (3) Given the product [Cl:24][C:25]1[CH:26]=[C:27]([C:49]2[CH2:50][CH2:51][C:52](=[O:55])[NH:53][N:54]=2)[CH:28]=[CH:29][C:30]=1[O:31][CH2:32][CH2:33][CH2:34][O:35][CH2:6][CH2:7][C:8]1[CH:9]=[CH:10][C:11]([O:14][CH2:15][C@@H:16]([OH:22])[CH2:17][NH:18][CH:19]([CH3:20])[CH3:21])=[CH:12][CH:13]=1, predict the reactants needed to synthesize it. The reactants are: NCCNC(=O)[CH2:6][CH2:7][C:8]1[CH:13]=[CH:12][C:11]([O:14][CH2:15][C@@H:16]([OH:22])[CH2:17][NH:18][CH:19]([CH3:21])[CH3:20])=[CH:10][CH:9]=1.[Cl:24][C:25]1[CH:26]=[C:27]([C:49]2[CH2:50][CH2:51][C:52](=[O:55])[NH:53][N:54]=2)[CH:28]=[CH:29][C:30]=1[O:31][CH2:32][CH2:33][CH2:34][O:35]CCC1C=CC(OC[C@@H]2CO2)=CC=1.C(OC(=O)NCCNC(=O)CC1C=CC(OC[C@@H]2CO2)=CC=1)(C)(C)C.